This data is from Full USPTO retrosynthesis dataset with 1.9M reactions from patents (1976-2016). The task is: Predict the reactants needed to synthesize the given product. (1) Given the product [C:28]([O:1][C@H:2]1[C@@H:11]([O:12][CH2:13][CH2:14][O:15][CH3:16])[C:10]2[CH:9]=[CH:8][N:7]3[C:17]([CH3:21])=[C:18]([CH3:20])[N:19]=[C:6]3[C:5]=2[NH:4][C@@H:3]1[C:22]1[CH:23]=[CH:24][CH:25]=[CH:26][CH:27]=1)(=[O:30])[CH3:29], predict the reactants needed to synthesize it. The reactants are: [OH:1][C@H:2]1[C@@H:11]([O:12][CH2:13][CH2:14][O:15][CH3:16])[C:10]2[CH:9]=[CH:8][N:7]3[C:17]([CH3:21])=[C:18]([CH3:20])[N:19]=[C:6]3[C:5]=2[NH:4][C@@H:3]1[C:22]1[CH:27]=[CH:26][CH:25]=[CH:24][CH:23]=1.[C:28]([O-])(=[O:30])[CH3:29].[Na+].C(OC(=O)C)(=O)C.[OH-].[Na+]. (2) Given the product [C:1]([O-:6])(=[O:5])[C:2]([O-:4])=[O:3].[Nb+5:7].[C:8]([O-:13])(=[O:12])[C:9]([O-:11])=[O:10].[C:15]([O-:20])(=[O:19])[C:16]([O-:18])=[O:17].[C:21]([O-:26])(=[O:25])[C:22]([O-:24])=[O:23].[C:27]([O-:32])(=[O:31])[C:28]([O-:30])=[O:29].[Nb+5:7].[Nb:7].[OH:40][OH:41], predict the reactants needed to synthesize it. The reactants are: [C:1]([OH:6])(=[O:5])[C:2]([OH:4])=[O:3].[Nb:7].[C:8]([O-:13])(=[O:12])[C:9]([O-:11])=[O:10].[Nb+5].[C:15]([O-:20])(=[O:19])[C:16]([O-:18])=[O:17].[C:21]([O-:26])(=[O:25])[C:22]([O-:24])=[O:23].[C:27]([O-:32])(=[O:31])[C:28]([O-:30])=[O:29].C([O-])(=O)C([O-])=O.[Nb+5].[OH:40][OH:41]. (3) Given the product [C:1]([O:5][C:6]([N:8]1[CH2:9][CH2:10][N:11]([C:14]([C:68]2[CH:69]=[CH:59][C:57]3[NH:56][C:54]([C:31](=[O:30])[C:32]4[CH:37]=[CH:36][C:35]([C:38]#[N:39])=[C:34]([C:40]5[C:49]6[C:44](=[CH:45][CH:46]=[CH:47][CH:48]=6)[CH:43]=[N:42][C:41]=5[CH3:50])[CH:33]=4)=[N:63][C:58]=3[CH:67]=2)=[O:15])[CH2:12][CH2:13]1)=[O:7])([CH3:2])([CH3:3])[CH3:4], predict the reactants needed to synthesize it. The reactants are: [C:1]([O:5][C:6]([N:8]1[CH2:13][CH2:12][N:11]([C:14](C2C=CC3N(CN(C)C)C=NC=3C=2)=[O:15])[CH2:10][CH2:9]1)=[O:7])([CH3:4])([CH3:3])[CH3:2].C[O:30][C:31](=O)[C:32]1[CH:37]=[CH:36][C:35]([C:38]#[N:39])=[C:34]([C:40]2[C:49]3[C:44](=[CH:45][CH:46]=[CH:47][CH:48]=3)[CH:43]=[N:42][C:41]=2[CH3:50])[CH:33]=1.[Li+].C[CH:54]([N-:56][CH:57]([CH3:59])[CH3:58])C.C([NH:63]C(C)C)(C)C.[CH2:67]([Li])[CH2:68][CH2:69]C. (4) The reactants are: [CH2:1]([C:3]1[CH:8]=[CH:7][C:6]([CH2:9][C:10]([O:12][CH2:13][CH3:14])=[O:11])=[CH:5][C:4]=1[O:15]C)[CH3:2].B(Br)(Br)Br. Given the product [OH:15][C:4]1[CH:5]=[C:6]([CH2:9][C:10]([O:12][CH2:13][CH3:14])=[O:11])[CH:7]=[CH:8][C:3]=1[CH2:1][CH3:2], predict the reactants needed to synthesize it. (5) The reactants are: C(OC(=O)C1C=CC(NC(=O)C(N2C3C=C(F)C(F)=CC=3N=C2C2C=CC(Cl)=CC=2)C2CCCCC2)=CC=1)C.[Cl:40][C:41]1[CH:46]=[CH:45][C:44]([C:47]2[N:51]([CH:52]([CH:56]3[CH2:61][CH2:60][CH2:59][CH2:58][CH2:57]3)[C:53]([OH:55])=O)[C:50]3[CH:62]=[CH:63][CH:64]=[CH:65][C:49]=3[N:48]=2)=[CH:43][CH:42]=1.[CH3:66][O:67][C:68]([C:70]1([O:73][C:74]2[CH:79]=[CH:78][C:77]([NH2:80])=[C:76]([F:81])[CH:75]=2)[CH2:72][CH2:71]1)=[O:69]. Given the product [CH3:66][O:67][C:68]([C:70]1([O:73][C:74]2[CH:79]=[CH:78][C:77]([NH:80][C:53](=[O:55])[CH:52]([N:51]3[C:50]4[CH:62]=[CH:63][CH:64]=[CH:65][C:49]=4[N:48]=[C:47]3[C:44]3[CH:45]=[CH:46][C:41]([Cl:40])=[CH:42][CH:43]=3)[CH:56]3[CH2:61][CH2:60][CH2:59][CH2:58][CH2:57]3)=[C:76]([F:81])[CH:75]=2)[CH2:72][CH2:71]1)=[O:69], predict the reactants needed to synthesize it.